From a dataset of Reaction yield outcomes from USPTO patents with 853,638 reactions. Predict the reaction yield, written as a fraction of the theoretical maximum amount of product (1.0 means a 100% yield; for example, 0.34 means a 34% yield). (1) The reactants are [CH3:1][O:2][C:3]1[CH:11]=[C:10]([N+:12]([O-:14])=[O:13])[CH:9]=[CH:8][C:4]=1[C:5]([OH:7])=[O:6].[C:15](=O)([O-])[O-].[K+].[K+].IC. No catalyst specified. The product is [CH3:1][O:2][C:3]1[CH:11]=[C:10]([N+:12]([O-:14])=[O:13])[CH:9]=[CH:8][C:4]=1[C:5]([O:7][CH3:15])=[O:6]. The yield is 0.770. (2) The reactants are [C:1]([C:3]1[CH:21]=[CH:20][C:6]([C:7]([NH:9][C:10]2[CH:15]=[CH:14][C:13]([C:16]([F:19])([F:18])[F:17])=[CH:12][CH:11]=2)=[O:8])=[CH:5][C:4]=1[CH3:22])#[N:2].[H-].[Na+].[CH3:25]I. The catalyst is CN(C=O)C. The product is [C:1]([C:3]1[CH:21]=[CH:20][C:6]([C:7]([N:9]([CH3:25])[C:10]2[CH:15]=[CH:14][C:13]([C:16]([F:18])([F:17])[F:19])=[CH:12][CH:11]=2)=[O:8])=[CH:5][C:4]=1[CH3:22])#[N:2]. The yield is 0.940. (3) The reactants are [F:1][C:2]1[CH:7]=[C:6]([F:8])[CH:5]=[CH:4][C:3]=1[CH:9]=[CH:10][C:11]([NH:13][C@H:14]([C:24]([O:26]C)=[O:25])[CH2:15][C:16]1[CH:21]=[CH:20][C:19]([O:22][CH3:23])=[CH:18][CH:17]=1)=[O:12].[OH-].[Na+]. The catalyst is CO. The product is [F:1][C:2]1[CH:7]=[C:6]([F:8])[CH:5]=[CH:4][C:3]=1[CH:9]=[CH:10][C:11]([NH:13][C@H:14]([C:24]([OH:26])=[O:25])[CH2:15][C:16]1[CH:17]=[CH:18][C:19]([O:22][CH3:23])=[CH:20][CH:21]=1)=[O:12]. The yield is 0.960. (4) The reactants are CCN(C(C)C)C(C)C.[CH2:10]([O:17][N:18]1[C:24](=[O:25])[N:23]2[CH2:26][C@H:19]1[CH2:20][CH2:21][C@H:22]2[C:27]([NH:29][NH2:30])=[O:28])[C:11]1[CH:16]=[CH:15][CH:14]=[CH:13][CH:12]=1.[C:31]([O:35][C:36]([NH:38][CH2:39][CH2:40][C:41](O)=[O:42])=[O:37])([CH3:34])([CH3:33])[CH3:32].CN(C(ON1N=NC2C=CC=NC1=2)=[N+](C)C)C.F[P-](F)(F)(F)(F)F. The catalyst is CN(C=O)C. The product is [CH2:10]([O:17][N:18]1[C:24](=[O:25])[N:23]2[CH2:26][C@H:19]1[CH2:20][CH2:21][C@H:22]2[C:27]([NH:29][NH:30][C:41](=[O:42])[CH2:40][CH2:39][NH:38][C:36](=[O:37])[O:35][C:31]([CH3:32])([CH3:33])[CH3:34])=[O:28])[C:11]1[CH:16]=[CH:15][CH:14]=[CH:13][CH:12]=1. The yield is 0.870. (5) The reactants are C[C@H]1CO[C@@]2(O[C@H:8]3[CH2:10][C@H:11]4[C@@H:16]5[CH2:17][CH2:18][C@H:19]6[CH2:24][C@@H:23](O)[CH2:22][CH2:21][C@:20]6([CH3:26])[C@H:15]5[CH2:14][CH2:13][C@:12]4(C)[C@H:7]3[C@@H]2C)CC1.[CH3:31][C:32]([O:34][Na])=[O:33].[CH3:36][C:37]([CH3:39])=[O:38].CC(O)=O. The catalyst is O(C(C)=O)C(C)=O.O.Cl[Ti](Cl)(Cl)Cl.C(O)(C)C. The product is [C:32]([O:34][C@H:23]1[CH2:22][CH2:21][C@@:20]2([CH3:26])[C@@H:19]([CH2:18][CH2:17][C@@H:16]3[C@@H:15]2[CH2:14][CH2:13][C@@:12]2([CH3:7])[C@H:11]3[CH2:10][CH:8]=[C:36]2[C:37](=[O:38])[CH3:39])[CH2:24]1)(=[O:33])[CH3:31]. The yield is 0.695. (6) The reactants are [NH:1]1[C:9]2[C:4](=[CH:5][CH:6]=[C:7]3[O:12][CH2:11][CH2:10][C:8]3=2)[CH:3]=[C:2]1C(O)=O.O1C2C=C3C(CCN3)=CC=2C=C1C(O)=O.CCCCCCC. The catalyst is C1(OC2C=CC=CC=2)C=CC=CC=1. The product is [NH:1]1[C:9]2[C:4](=[CH:5][CH:6]=[C:7]3[O:12][CH2:11][CH2:10][C:8]3=2)[CH:3]=[CH:2]1. The yield is 0.0540. (7) The reactants are [OH-:1].[Na+].OO.[C:5]1([CH3:34])[CH:10]=[CH:9][C:8]([S:11]([NH:14][C:15]2[CH:16]=[C:17]([CH:20]=[CH:21][C:22]=2[NH:23][S:24]([C:27]2[CH:32]=[CH:31][C:30]([CH3:33])=[CH:29][CH:28]=2)(=[O:26])=[O:25])[C:18]#[N:19])(=[O:13])=[O:12])=[CH:7][CH:6]=1. The catalyst is Cl. The product is [C:5]1([CH3:34])[CH:6]=[CH:7][C:8]([S:11]([NH:14][C:15]2[CH:16]=[C:17]([CH:20]=[CH:21][C:22]=2[NH:23][S:24]([C:27]2[CH:32]=[CH:31][C:30]([CH3:33])=[CH:29][CH:28]=2)(=[O:26])=[O:25])[C:18]([NH2:19])=[O:1])(=[O:12])=[O:13])=[CH:9][CH:10]=1. The yield is 0.713. (8) The reactants are Cl[CH2:2][C:3](Cl)=[O:4].[CH3:6][S:7]([O:10][C:11]1[CH:16]=[CH:15][C:14]([C@H:17]([OH:27])[CH2:18][NH:19][CH2:20][C:21]2[CH:26]=[CH:25][CH:24]=[CH:23][CH:22]=2)=[CH:13][CH:12]=1)(=[O:9])=[O:8].[OH-].[K+]. The catalyst is [OH-].[Na+].CC(O)C. The product is [CH3:6][S:7]([O:10][C:11]1[CH:12]=[CH:13][C:14]([C@@H:17]2[O:27][CH2:2][C:3](=[O:4])[N:19]([CH2:20][C:21]3[CH:26]=[CH:25][CH:24]=[CH:23][CH:22]=3)[CH2:18]2)=[CH:15][CH:16]=1)(=[O:9])=[O:8]. The yield is 1.00.